From a dataset of Forward reaction prediction with 1.9M reactions from USPTO patents (1976-2016). Predict the product of the given reaction. (1) Given the reactants P(Br)(Br)[Br:2].[CH3:5][O:6][C:7]1[CH:12]=[CH:11][C:10](/[CH:13]=[CH:14]/[CH2:15]O)=[CH:9][CH:8]=1.C([O-])(O)=O.[Na+], predict the reaction product. The product is: [CH3:5][O:6][C:7]1[CH:12]=[CH:11][C:10]([CH:13]=[CH:14][CH2:15][Br:2])=[CH:9][CH:8]=1.[CH3:5][O:6][C:7]1[CH:12]=[CH:11][C:10](/[CH:13]=[CH:14]/[CH2:15][Br:2])=[CH:9][CH:8]=1. (2) Given the reactants [NH2:1][C:2]1[CH:10]=[CH:9][C:5]([C:6]([OH:8])=[O:7])=[C:4]([F:11])[CH:3]=1.C(=O)([O-])[O-].[K+].[K+].[CH2:18](Br)[C:19]1[CH:24]=[CH:23][CH:22]=[CH:21][CH:20]=1.O, predict the reaction product. The product is: [NH2:1][C:2]1[CH:10]=[CH:9][C:5]([C:6]([O:8][CH2:18][C:19]2[CH:24]=[CH:23][CH:22]=[CH:21][CH:20]=2)=[O:7])=[C:4]([F:11])[CH:3]=1. (3) Given the reactants Cl[C:2]1[C:3]2[N:4]([C:8]([C@H:12]3[CH2:17][CH2:16][C@H:15]([CH2:18][OH:19])[CH2:14][CH2:13]3)=[N:9][C:10]=2[I:11])[CH:5]=[CH:6][N:7]=1.C1COCC1.[NH3:25], predict the reaction product. The product is: [NH2:25][C:2]1[C:3]2[N:4]([C:8]([C@H:12]3[CH2:17][CH2:16][C@H:15]([CH2:18][OH:19])[CH2:14][CH2:13]3)=[N:9][C:10]=2[I:11])[CH:5]=[CH:6][N:7]=1.